This data is from TCR-epitope binding with 47,182 pairs between 192 epitopes and 23,139 TCRs. The task is: Binary Classification. Given a T-cell receptor sequence (or CDR3 region) and an epitope sequence, predict whether binding occurs between them. The epitope is ISDYDYYRY. The TCR CDR3 sequence is CSVGVKNTEAFF. Result: 0 (the TCR does not bind to the epitope).